From a dataset of Reaction yield outcomes from USPTO patents with 853,638 reactions. Predict the reaction yield, written as a fraction of the theoretical maximum amount of product (1.0 means a 100% yield; for example, 0.34 means a 34% yield). (1) The catalyst is CS(C)=O. The reactants are CC([O-])(C)C.[K+].[NH2:7][C:8]1[CH:13]=[CH:12][C:11]([C:14]([N:16]2[CH2:21][CH2:20][O:19][CH2:18][CH2:17]2)=[O:15])=[CH:10][CH:9]=1.[Br:22][C:23]1[CH:24]=[CH:25][C:26](F)=[C:27]([CH:30]=1)[C:28]#[N:29]. The product is [Br:22][C:23]1[CH:24]=[CH:25][C:26]([NH:7][C:8]2[CH:9]=[CH:10][C:11]([C:14]([N:16]3[CH2:17][CH2:18][O:19][CH2:20][CH2:21]3)=[O:15])=[CH:12][CH:13]=2)=[C:27]([CH:30]=1)[C:28]#[N:29]. The yield is 0.840. (2) The reactants are [CH3:1][O:2][C:3]([C:5]1[CH:6]=[C:7]2[CH:13]=[CH:12][NH:11][C:8]2=[N:9][CH:10]=1)=[O:4].[CH:14](I)([CH3:16])[CH3:15]. No catalyst specified. The product is [CH3:1][O:2][C:3]([C:5]1[CH:6]=[C:7]2[CH:13]=[CH:12][N:11]([CH:14]([CH3:16])[CH3:15])[C:8]2=[N:9][CH:10]=1)=[O:4]. The yield is 0.850. (3) The reactants are [Cl:1][C:2]1[CH:7]=[CH:6][N:5]=[C:4]2[CH:8]=[C:9](I)[S:10][C:3]=12.C([Mg]Cl)(C)C.[CH2:17]([Sn:21](Cl)([CH2:26][CH2:27][CH2:28][CH3:29])[CH2:22][CH2:23][CH2:24][CH3:25])[CH2:18][CH2:19][CH3:20]. The catalyst is C1COCC1. The product is [Cl:1][C:2]1[CH:7]=[CH:6][N:5]=[C:4]2[CH:8]=[C:9]([Sn:21]([CH2:22][CH2:23][CH2:24][CH3:25])([CH2:26][CH2:27][CH2:28][CH3:29])[CH2:17][CH2:18][CH2:19][CH3:20])[S:10][C:3]=12. The yield is 0.520. (4) The reactants are [CH3:1][O:2][C:3](=[O:16])[C:4]1[CH:9]=[CH:8][C:7](I)=[C:6]([O:11][CH2:12][C:13]([CH3:15])=[CH2:14])[CH:5]=1.C(=O)([O-])[O-].[K+].[K+].[C:23]1(B(O)O)[CH:28]=[CH:27][CH:26]=[CH:25][CH:24]=1. The catalyst is CN(C=O)C.[Cl-].C([N+](CCCC)(CCCC)CCCC)CCC.C([O-])(=O)C.[Pd+2].C([O-])(=O)C. The product is [CH3:1][O:2][C:3]([C:4]1[CH:9]=[CH:8][C:7]2[C:13]([CH2:15][C:23]3[CH:28]=[CH:27][CH:26]=[CH:25][CH:24]=3)([CH3:14])[CH2:12][O:11][C:6]=2[CH:5]=1)=[O:16]. The yield is 0.950. (5) The reactants are [CH2:1]([N:4]1[C:8]2=[C:9]([N:16]3[CH2:25][CH2:24][C:23]4[C:18](=[CH:19][CH:20]=[CH:21][CH:22]=4)[CH2:17]3)[N:10]=[C:11]([C:13]([OH:15])=O)[CH:12]=[C:7]2[C:6]([CH3:26])=[C:5]1[CH3:27])[CH:2]=[CH2:3].O.ON1C2C=CC=CC=2N=N1.Cl.CN(C)CCCN=C=NCC.C(N(C(C)C)CC)(C)C.[CH3:60][C:61]1[CH:68]=[CH:67][C:64]([CH2:65][NH2:66])=[CH:63][CH:62]=1. The catalyst is ClCCl. The product is [CH2:1]([N:4]1[C:8]2=[C:9]([N:16]3[CH2:25][CH2:24][C:23]4[C:18](=[CH:19][CH:20]=[CH:21][CH:22]=4)[CH2:17]3)[N:10]=[C:11]([C:13]([NH:66][CH2:65][C:64]3[CH:67]=[CH:68][C:61]([CH3:60])=[CH:62][CH:63]=3)=[O:15])[CH:12]=[C:7]2[C:6]([CH3:26])=[C:5]1[CH3:27])[CH:2]=[CH2:3]. The yield is 0.450. (6) The reactants are [CH3:1][C:2](C)([O-])C.[Na+].CN(C)C=O.[CH2:12]([O:19][C:20]1[CH:21]=[CH:22][C:23]2[NH:29][C:28](=[O:30])[CH2:27][C:26](=[O:31])[N:25]([CH3:32])[C:24]=2[CH:33]=1)[C:13]1[CH:18]=[CH:17][CH:16]=[CH:15][CH:14]=1.S(OCC)(OCC)(=O)=O. The catalyst is C(OCC)(=O)C.O. The product is [CH2:12]([O:19][C:20]1[CH:21]=[CH:22][C:23]2[N:29]([CH2:1][CH3:2])[C:28](=[O:30])[CH2:27][C:26](=[O:31])[N:25]([CH3:32])[C:24]=2[CH:33]=1)[C:13]1[CH:14]=[CH:15][CH:16]=[CH:17][CH:18]=1. The yield is 0.690. (7) The reactants are [C:1]1([C:7]([C:12]2[CH:17]=[CH:16][CH:15]=[CH:14][CH:13]=2)=[CH:8][CH:9]([CH3:11])[CH3:10])[CH:6]=[CH:5][CH:4]=[CH:3][CH:2]=1.[Br:18]Br. The catalyst is ClCCCl. The product is [Br:18][C:8]([CH:9]([CH3:11])[CH3:10])=[C:7]([C:12]1[CH:13]=[CH:14][CH:15]=[CH:16][CH:17]=1)[C:1]1[CH:6]=[CH:5][CH:4]=[CH:3][CH:2]=1. The yield is 0.720.